Dataset: CYP2D6 inhibition data for predicting drug metabolism from PubChem BioAssay. Task: Regression/Classification. Given a drug SMILES string, predict its absorption, distribution, metabolism, or excretion properties. Task type varies by dataset: regression for continuous measurements (e.g., permeability, clearance, half-life) or binary classification for categorical outcomes (e.g., BBB penetration, CYP inhibition). Dataset: cyp2d6_veith. (1) The drug is CCNc1ncc2nc(-c3ccc(Cl)cc3)c(=O)n(-c3ccccc3)c2n1. The result is 0 (non-inhibitor). (2) The drug is COc1cc2c3cc1Oc1c(OC)c(OC)cc4c1[C@@H](Cc1ccc(O)c(c1)Oc1ccc(cc1)C[C@@H]3N(C)CC2)CN(C)C4. The result is 0 (non-inhibitor). (3) The result is 0 (non-inhibitor). The molecule is CC(C)(C)N1C(=O)[C@H]2CC[C@@H]3/C(=N\NC(=O)OCc4ccccc4)C[C@@H](O)[C@@H](O)[C@@H]3[C@@H]2C1=O. (4) The compound is Cc1cccc(CNc2ncnc3ccc(-c4ccccc4C#N)cc23)c1. The result is 0 (non-inhibitor). (5) The compound is CC(C)CN1CC[C@@]2(CCCN(C(=O)c3cc(C(F)(F)F)cc(C(F)(F)F)c3)C2)C1. The result is 0 (non-inhibitor). (6) The molecule is COC(=O)c1ccc(CCc2cc(O)ccc2O)cc1. The result is 0 (non-inhibitor). (7) The drug is NC(=O)C1CCN(C(=O)CCc2nc3ccccc3c(=O)[nH]2)CC1. The result is 0 (non-inhibitor). (8) The compound is O=S(=O)(c1ccccc1)N1CCC[C@@]2(CCN(Cc3nccs3)C2)C1. The result is 1 (inhibitor). (9) The compound is C[C@@H]1NC(=O)C/C=C\[C@@H](C)[C@@H]2C=C[C@H](O)[C@@H](COC(=O)[C@H](C)NC(=O)C/C=C\[C@@H](C)[C@@H]3C=C[C@H](O)[C@@H](COC1=O)O3)O2. The result is 0 (non-inhibitor). (10) The molecule is COc1ccc(N2CCN(CCNC(=O)c3c(C)cc(=O)oc3C)CC2)cc1. The result is 0 (non-inhibitor).